Dataset: Reaction yield outcomes from USPTO patents with 853,638 reactions. Task: Predict the reaction yield, written as a fraction of the theoretical maximum amount of product (1.0 means a 100% yield; for example, 0.34 means a 34% yield). (1) The reactants are [CH3:1][N:2]1[CH:6]=[CH:5][N:4]=[C:3]1[CH:7]=O.[NH2:9][C:10]1[CH:18]=[C:17]([F:19])[CH:16]=[C:15]2[C:11]=1[CH2:12][O:13][C:14]2=[O:20].S([O-])([O-])(=O)=O.[Mg+2]. The yield is 0.680. The catalyst is C(#N)C. The product is [F:19][C:17]1[CH:16]=[C:15]2[C:11]([CH2:12][O:13][C:14]2=[O:20])=[C:10](/[N:9]=[CH:7]/[C:3]2[N:2]([CH3:1])[CH:6]=[CH:5][N:4]=2)[CH:18]=1. (2) The reactants are [NH:1]1[CH2:4][CH:3]([C:5]([OH:7])=[O:6])[CH2:2]1.Cl[C:9]([O:11][CH2:12][C:13]1[CH:18]=[CH:17][CH:16]=[CH:15][CH:14]=1)=[O:10].Cl. The catalyst is [OH-].[Na+]. The product is [CH2:12]([O:11][C:9]([N:1]1[CH2:4][CH:3]([C:5]([OH:7])=[O:6])[CH2:2]1)=[O:10])[C:13]1[CH:18]=[CH:17][CH:16]=[CH:15][CH:14]=1. The yield is 1.00.